From a dataset of Forward reaction prediction with 1.9M reactions from USPTO patents (1976-2016). Predict the product of the given reaction. Given the reactants [CH3:1][O:2][C:3]1[CH:4]=[C:5]2[C:10](=[CH:11][C:12]=1[O:13][CH3:14])[N:9]=[CH:8][N:7]=[C:6]2[C:15]1[NH:19][N:18]=[N:17][N:16]=1.[CH2:20]([N:22]([CH2:25]C)[CH2:23][CH3:24])[CH3:21].C[N:28](C)C(=O)C, predict the reaction product. The product is: [CH3:1][O:2][C:3]1[CH:4]=[C:5]2[C:10](=[CH:11][C:12]=1[O:13][CH3:14])[N:9]=[CH:8][N:7]=[C:6]2[C:15]1[N:19]([CH2:21][C:20]2[N:22]([CH3:25])[CH:23]=[CH:24][N:28]=2)[N:18]=[N:17][N:16]=1.